From a dataset of Forward reaction prediction with 1.9M reactions from USPTO patents (1976-2016). Predict the product of the given reaction. Given the reactants [CH3:1][O:2][C:3]1[CH:8]=[CH:7][C:6]([NH2:9])=[CH:5][CH:4]=1.FC(F)(F)S(O)(=O)=O.[C:18]([N:23]1[CH2:27][CH2:26][O:25][C:24]1=[O:28])(=[O:22])/[CH:19]=[CH:20]/[CH3:21].[Cl-].[NH4+], predict the reaction product. The product is: [CH3:1][O:2][C:3]1[CH:8]=[CH:7][C:6]([NH:9][CH:20]([CH3:21])[CH2:19][C:18]([N:23]2[CH2:27][CH2:26][O:25][C:24]2=[O:28])=[O:22])=[CH:5][CH:4]=1.